This data is from Forward reaction prediction with 1.9M reactions from USPTO patents (1976-2016). The task is: Predict the product of the given reaction. (1) Given the reactants [C:1]([O:5][C:6]([N:8]([C:43]([O:45][C:46]([CH3:49])([CH3:48])[CH3:47])=[O:44])[C:9]1[C:10]([C:22]2[O:26][N:25]=[C:24]([C:27]3[CH:32]=[CH:31][C:30]([CH2:33][N:34]([CH3:42])[C:35](=[O:41])[O:36][C:37]([CH3:40])([CH3:39])[CH3:38])=[CH:29][CH:28]=3)[CH:23]=2)=[N:11][C:12]([C:15]2[CH:20]=[CH:19][C:18](=[O:21])[NH:17][CH:16]=2)=[CH:13][N:14]=1)=[O:7])([CH3:4])([CH3:3])[CH3:2].CC(OC(/N=N/C(OC(C)C)=O)=O)C.C(P(CCCC)CCCC)CCC.[CH3:77][CH:78]1[CH2:82][CH2:81][CH:80](O)[CH2:79]1, predict the reaction product. The product is: [C:46]([O:45][C:43]([N:8]([C:6]([O:5][C:1]([CH3:2])([CH3:3])[CH3:4])=[O:7])[C:9]1[C:10]([C:22]2[O:26][N:25]=[C:24]([C:27]3[CH:28]=[CH:29][C:30]([CH2:33][N:34]([CH3:42])[C:35](=[O:41])[O:36][C:37]([CH3:38])([CH3:39])[CH3:40])=[CH:31][CH:32]=3)[CH:23]=2)=[N:11][C:12]([C:15]2[CH:20]=[CH:19][C:18](=[O:21])[N:17]([CH:80]3[CH2:81][CH2:82][CH:78]([CH3:77])[CH2:79]3)[CH:16]=2)=[CH:13][N:14]=1)=[O:44])([CH3:49])([CH3:48])[CH3:47]. (2) The product is: [CH2:1]([C:3]1[N:7]2[N:8]=[C:9]([CH2:21][C:22]([CH3:25])([CH3:23])[CH3:24])[CH:10]=[C:11]([C:12]3[CH:13]=[C:14]([CH:18]=[CH:19][CH:20]=3)[C:15]([OH:16])=[O:26])[C:6]2=[CH:5][CH:4]=1)[CH3:2]. Given the reactants [CH2:1]([C:3]1[N:7]2[N:8]=[C:9]([CH2:21][C:22]([CH3:25])([CH3:24])[CH3:23])[CH:10]=[C:11]([C:12]3[CH:13]=[C:14]([CH:18]=[CH:19][CH:20]=3)[C:15](N)=[O:16])[C:6]2=[CH:5][CH:4]=1)[CH3:2].[OH2:26].[OH-].[K+].Cl, predict the reaction product. (3) Given the reactants [C:1]([C:3]1[CH:8]=[CH:7][C:6]([C:9]2[O:10][C:11]([C:14]([OH:16])=O)=[CH:12][N:13]=2)=[CH:5][CH:4]=1)#[N:2].[C:17]([O:21][C:22]([N:24]1[CH2:29][CH2:28][CH:27]([NH:30][CH:31]2[CH2:33][CH2:32]2)[CH2:26][CH2:25]1)=[O:23])([CH3:20])([CH3:19])[CH3:18], predict the reaction product. The product is: [C:17]([O:21][C:22]([N:24]1[CH2:29][CH2:28][CH:27]([N:30]([C:14]([C:11]2[O:10][C:9]([C:6]3[CH:5]=[CH:4][C:3]([C:1]#[N:2])=[CH:8][CH:7]=3)=[N:13][CH:12]=2)=[O:16])[CH:31]2[CH2:32][CH2:33]2)[CH2:26][CH2:25]1)=[O:23])([CH3:20])([CH3:18])[CH3:19]. (4) Given the reactants [CH2:1]([O:3][C:4](=[O:21])[C:5]([O:8][C:9]1[CH:14]=[CH:13][C:12]([O:15][CH:16]([CH3:19])[CH2:17][NH2:18])=[CH:11][C:10]=1[CH3:20])([CH3:7])[CH3:6])[CH3:2].C(OC(=O)C(OC1C=CC(O)=CC=1C)(C)C)C.C(OC(=O)NCC(O)C)(C)(C)C.[CH:51]1([C:54]2[C:59]([C:60](O)=[O:61])=[CH:58][N:57]=[C:56]([C:63]3[CH:68]=[CH:67][CH:66]=[C:65]([C:69]([F:72])([F:71])[F:70])[CH:64]=3)[N:55]=2)[CH2:53][CH2:52]1, predict the reaction product. The product is: [CH2:1]([O:3][C:4](=[O:21])[C:5]([O:8][C:9]1[CH:14]=[CH:13][C:12]([O:15][CH:16]([CH3:19])[CH2:17][NH:18][C:60]([C:59]2[C:54]([CH:51]3[CH2:53][CH2:52]3)=[N:55][C:56]([C:63]3[CH:68]=[CH:67][CH:66]=[C:65]([C:69]([F:71])([F:72])[F:70])[CH:64]=3)=[N:57][CH:58]=2)=[O:61])=[CH:11][C:10]=1[CH3:20])([CH3:6])[CH3:7])[CH3:2]. (5) Given the reactants [C:1]1(=[O:11])[NH:5][C:4](=[O:6])[C:3]2=[CH:7][CH:8]=[CH:9][CH:10]=[C:2]12.C1(P(C2C=CC=CC=2)C2C=CC=CC=2)C=CC=CC=1.[CH2:31]1[O:33][C@H:32]1[CH2:34]O.CCOC(/N=N/C(OCC)=O)=O, predict the reaction product. The product is: [O:33]1[CH2:31][CH:32]1[CH2:34][N:5]1[C:1](=[O:11])[C:2]2[C:3](=[CH:7][CH:8]=[CH:9][CH:10]=2)[C:4]1=[O:6]. (6) Given the reactants [Br:1][C:2]1[CH:3]=[C:4]([NH2:8])[CH:5]=[CH:6][CH:7]=1.[N:9]([O-])=O.[Na+].O.O.Cl[Sn]Cl, predict the reaction product. The product is: [Br:1][C:2]1[CH:3]=[C:4]([NH:8][NH2:9])[CH:5]=[CH:6][CH:7]=1.